The task is: Predict which catalyst facilitates the given reaction.. This data is from Catalyst prediction with 721,799 reactions and 888 catalyst types from USPTO. Reactant: [Br:1][C:2]1[C:3]([CH3:21])=[C:4]([N:8]2[C:17](=[O:18])[C:16]3[C:11](=[CH:12][C:13]([F:19])=[CH:14][CH:15]=3)[NH:10][C:9]2=[O:20])[CH:5]=[CH:6][CH:7]=1.IC.[C:24]([O-])([O-])=O.[Cs+].[Cs+]. Product: [Br:1][C:2]1[C:3]([CH3:21])=[C:4]([N:8]2[C:17](=[O:18])[C:16]3[C:11](=[CH:12][C:13]([F:19])=[CH:14][CH:15]=3)[N:10]([CH3:24])[C:9]2=[O:20])[CH:5]=[CH:6][CH:7]=1. The catalyst class is: 1.